Dataset: Full USPTO retrosynthesis dataset with 1.9M reactions from patents (1976-2016). Task: Predict the reactants needed to synthesize the given product. Given the product [Cl:24][C:21]1[CH:22]=[CH:23][C:18]([O:17][C@H:15]([CH3:16])[CH2:14][CH2:13][O:12][C:9]2[CH:10]=[CH:11][C:6]([CH2:5][CH2:4][C:3]([OH:2])=[O:27])=[C:7]([CH3:26])[CH:8]=2)=[C:19]([C:30]2[CH:29]=[N:28][CH:33]=[CH:32][CH:31]=2)[CH:20]=1, predict the reactants needed to synthesize it. The reactants are: C[O:2][C:3](=[O:27])[CH2:4][CH2:5][C:6]1[CH:11]=[CH:10][C:9]([O:12][CH2:13][CH2:14][C@H:15]([O:17][C:18]2[CH:23]=[CH:22][C:21]([Cl:24])=[CH:20][C:19]=2Br)[CH3:16])=[CH:8][C:7]=1[CH3:26].[N:28]1[CH:33]=[CH:32][CH:31]=[C:30](B(O)O)[CH:29]=1.